Dataset: NCI-60 drug combinations with 297,098 pairs across 59 cell lines. Task: Regression. Given two drug SMILES strings and cell line genomic features, predict the synergy score measuring deviation from expected non-interaction effect. (1) Drug 1: C1=C(C(=O)NC(=O)N1)N(CCCl)CCCl. Cell line: HT29. Drug 2: CC1=C2C(C(=O)C3(C(CC4C(C3C(C(C2(C)C)(CC1OC(=O)C(C(C5=CC=CC=C5)NC(=O)OC(C)(C)C)O)O)OC(=O)C6=CC=CC=C6)(CO4)OC(=O)C)O)C)O. Synergy scores: CSS=19.5, Synergy_ZIP=-3.22, Synergy_Bliss=-0.0292, Synergy_Loewe=-12.8, Synergy_HSA=0.398. (2) Drug 1: COC1=C(C=C2C(=C1)N=CN=C2NC3=CC(=C(C=C3)F)Cl)OCCCN4CCOCC4. Drug 2: C1CC(=O)NC(=O)C1N2C(=O)C3=CC=CC=C3C2=O. Cell line: HL-60(TB). Synergy scores: CSS=8.91, Synergy_ZIP=-2.18, Synergy_Bliss=3.10, Synergy_Loewe=-0.565, Synergy_HSA=3.10.